Dataset: Forward reaction prediction with 1.9M reactions from USPTO patents (1976-2016). Task: Predict the product of the given reaction. (1) Given the reactants [CH3:1][O:2][C:3]([C@@H:5]([N:13]1[CH2:21][C:17]2[CH:18]=[CH:19][S:20][C:16]=2[CH2:15][CH2:14]1)[C:6]1[CH:7]=[CH:8][CH:9]=[CH:10][C:11]=1[Cl:12])=[O:4].[CH3:22][S:23]([OH:26])(=[O:25])=[O:24], predict the reaction product. The product is: [CH3:1][O:2][C:3]([C@@H:5]([N:13]1[CH2:21][C:17]2[CH:18]=[CH:19][S:20][C:16]=2[CH2:15][CH2:14]1)[C:6]1[CH:7]=[CH:8][CH:9]=[CH:10][C:11]=1[Cl:12])=[O:4].[S:23]([O-:26])(=[O:25])(=[O:24])[CH3:22]. (2) The product is: [CH2:16]([N:18]([CH2:19][CH3:20])[C:9](=[O:11])[C:8]([C:5]1[CH:6]=[CH:7][C:2]([I:1])=[C:3]([O:14][CH3:15])[CH:4]=1)([CH3:13])[CH3:12])[CH3:17]. Given the reactants [I:1][C:2]1[CH:7]=[CH:6][C:5]([C:8]([CH3:13])([CH3:12])[C:9]([OH:11])=O)=[CH:4][C:3]=1[O:14][CH3:15].[CH2:16]([NH:18][CH2:19][CH3:20])[CH3:17], predict the reaction product. (3) Given the reactants [Cl:1][C:2]1[C:7]([CH3:8])=[C:6](Cl)[N:5]=[CH:4][N:3]=1.C(=O)([O-])[O-].[Na+].[Na+].[F:16][C:17]([F:28])([F:27])[C:18]1[CH:23]=[CH:22][C:21](B(O)O)=[CH:20][CH:19]=1, predict the reaction product. The product is: [Cl:1][C:2]1[C:7]([CH3:8])=[C:6]([C:21]2[CH:22]=[CH:23][C:18]([C:17]([F:28])([F:27])[F:16])=[CH:19][CH:20]=2)[N:5]=[CH:4][N:3]=1. (4) Given the reactants C([O:3][C:4]([C:6]1([CH3:12])[N+:10]([O-:11])=[CH:9][CH2:8][CH2:7]1)=O)C.[OH-].[NH4+].COC1C=C(C=CC=1OC)C(O)=O.[NH2:28]C(N)=O, predict the reaction product. The product is: [C:4]([C:6]1([CH3:12])[N+:10]([O-:11])=[CH:9][CH2:8][CH2:7]1)(=[O:3])[NH2:28].